From a dataset of Forward reaction prediction with 1.9M reactions from USPTO patents (1976-2016). Predict the product of the given reaction. (1) Given the reactants [OH:1][C:2]1[CH:7]=[CH:6][C:5]([C:8](=[O:29])[CH2:9][CH2:10][C:11]2[S:15][C:14]([C:16]3[CH:21]=[CH:20][C:19]([C:22]([F:25])([F:24])[F:23])=[CH:18][CH:17]=3)=[N:13][C:12]=2[CH:26]([CH3:28])[CH3:27])=[CH:4][C:3]=1[CH3:30].C([O-])([O-])=O.[Cs+].[Cs+].Br[CH2:38][C:39]([O:41][CH2:42][CH3:43])=[O:40], predict the reaction product. The product is: [CH:26]([C:12]1[N:13]=[C:14]([C:16]2[CH:21]=[CH:20][C:19]([C:22]([F:25])([F:24])[F:23])=[CH:18][CH:17]=2)[S:15][C:11]=1[CH2:10][CH2:9][C:8]([C:5]1[CH:6]=[CH:7][C:2]([O:1][CH2:38][C:39]([O:41][CH2:42][CH3:43])=[O:40])=[C:3]([CH3:30])[CH:4]=1)=[O:29])([CH3:27])[CH3:28]. (2) Given the reactants [F:1][C:2]1[CH:3]=[C:4]([CH:9](C)[C:10](O)=O)C=[CH:6][C:7]=1[F:8].[C:14](Cl)(=[O:18])[C:15](Cl)=O, predict the reaction product. The product is: [F:1][C:2]1[CH:3]=[C:4]2[C:15](=[CH:6][C:7]=1[F:8])[C:14](=[O:18])[CH2:10][CH2:9]2. (3) Given the reactants [NH2:1][C:2]1[CH:3]=[C:4]([NH:8][C:9](=[O:25])[C:10]([N:12]2[CH2:17][CH2:16][CH:15]([CH2:18][C:19]3[CH:24]=[CH:23][CH:22]=[CH:21][CH:20]=3)[CH2:14][CH2:13]2)=[O:11])[CH:5]=[CH:6][CH:7]=1.[C:26]([O:30][C:31]([NH:33][CH2:34][C:35](O)=[O:36])=[O:32])([CH3:29])([CH3:28])[CH3:27], predict the reaction product. The product is: [C:26]([O:30][C:31](=[O:32])[NH:33][CH2:34][C:35](=[O:36])[NH:1][C:2]1[CH:7]=[CH:6][CH:5]=[C:4]([NH:8][C:9](=[O:25])[C:10]([N:12]2[CH2:17][CH2:16][CH:15]([CH2:18][C:19]3[CH:20]=[CH:21][CH:22]=[CH:23][CH:24]=3)[CH2:14][CH2:13]2)=[O:11])[CH:3]=1)([CH3:29])([CH3:27])[CH3:28]. (4) Given the reactants C(OC([N:8]1[CH2:13][CH2:12][N:11]([CH2:14][C:15]2[CH:20]=[CH:19][CH:18]=[C:17]([C:21]3[CH:30]=[CH:29][C:28]4[C:23](=[C:24]([NH:31][C:32]([C:34]5[N:35]=[CH:36][S:37][CH:38]=5)=[O:33])[CH:25]=[CH:26][CH:27]=4)[N:22]=3)[CH:16]=2)[CH2:10][CH2:9]1)=O)(C)(C)C.C(O)(C(F)(F)F)=O.C(Cl)[Cl:47], predict the reaction product. The product is: [ClH:47].[N:11]1([CH2:14][C:15]2[CH:16]=[C:17]([C:21]3[CH:30]=[CH:29][C:28]4[C:23](=[C:24]([NH:31][C:32]([C:34]5[N:35]=[CH:36][S:37][CH:38]=5)=[O:33])[CH:25]=[CH:26][CH:27]=4)[N:22]=3)[CH:18]=[CH:19][CH:20]=2)[CH2:10][CH2:9][NH:8][CH2:13][CH2:12]1. (5) The product is: [NH2:30][C:28](=[O:29])[CH:27]([C:24]1[CH:25]=[CH:26][C:21]([C:20]([NH:19][C:9]2[CH:10]=[C:11]([C:14]3[S:15][CH:16]=[CH:17][CH:18]=3)[CH:12]=[CH:13][C:8]=2[NH2:7])=[O:32])=[CH:22][CH:23]=1)[NH:31][CH2:2][Si:3]([CH3:6])([CH3:5])[CH3:4]. Given the reactants Cl[CH2:2][Si:3]([CH3:6])([CH3:5])[CH3:4].[NH2:7][C:8]1[CH:13]=[CH:12][C:11]([C:14]2[S:15][CH:16]=[CH:17][CH:18]=2)=[CH:10][C:9]=1[NH:19][C:20](=[O:32])[C:21]1[CH:26]=[CH:25][C:24]([CH:27]([NH2:31])[C:28]([NH2:30])=[O:29])=[CH:23][CH:22]=1.C(=O)([O-])[O-].[K+].[K+].[I-].[K+], predict the reaction product. (6) Given the reactants F[C:2]1[CH:9]=[CH:8][C:5]([C:6]#[N:7])=[CH:4][CH:3]=1.C([O-])([O-])=O.[Cs+].[Cs+].[NH:16]1[CH:20]=[CH:19][N:18]=[N:17]1.CN(C)C=O, predict the reaction product. The product is: [N:16]1([C:2]2[CH:9]=[CH:8][C:5]([C:6]#[N:7])=[CH:4][CH:3]=2)[CH:20]=[CH:19][N:18]=[N:17]1. (7) Given the reactants [CH2:1]([NH:3][C:4](=[O:46])[NH:5][C:6]1[C:10]2[CH:11]=[N:12][C:13]([NH:15][C:16]([NH:18][C@@H:19]([C:21]3[CH:26]=[CH:25][CH:24]=[CH:23][CH:22]=3)[CH3:20])=[O:17])=[CH:14][C:9]=2[N:8](C(C2C=CC=CC=2)(C2C=CC=CC=2)C2C=CC=CC=2)[N:7]=1)[CH3:2].C([SiH](CC)CC)C, predict the reaction product. The product is: [CH2:1]([NH:3][C:4](=[O:46])[NH:5][C:6]1[C:10]2[CH:11]=[N:12][C:13]([NH:15][C:16]([NH:18][C@@H:19]([C:21]3[CH:26]=[CH:25][CH:24]=[CH:23][CH:22]=3)[CH3:20])=[O:17])=[CH:14][C:9]=2[NH:8][N:7]=1)[CH3:2]. (8) Given the reactants [C:1]([C:5]1[CH:10]=[CH:9][C:8]([S:11]([N:14]([CH2:24][C:25]([OH:27])=O)[C:15]2[CH:20]=[CH:19][CH:18]=[C:17]([N:21]([CH3:23])[CH3:22])[CH:16]=2)(=[O:13])=[O:12])=[CH:7][CH:6]=1)([CH3:4])([CH3:3])[CH3:2].[CH3:28][NH:29][CH2:30][C:31]1[CH:32]=[N:33][CH:34]=[CH:35][CH:36]=1, predict the reaction product. The product is: [C:1]([C:5]1[CH:10]=[CH:9][C:8]([S:11]([N:14]([C:15]2[CH:20]=[CH:19][CH:18]=[C:17]([N:21]([CH3:22])[CH3:23])[CH:16]=2)[CH2:24][C:25]([N:29]([CH3:28])[CH2:30][C:31]2[CH:32]=[N:33][CH:34]=[CH:35][CH:36]=2)=[O:27])(=[O:13])=[O:12])=[CH:7][CH:6]=1)([CH3:3])([CH3:2])[CH3:4]. (9) Given the reactants [Br:1][C:2]1[CH:3]=[C:4]2[C:9](=[C:10]([N:12]3[CH2:17][CH2:16][O:15][CH2:14][CH2:13]3)[CH:11]=1)[N:8]=[C:7]([Cl:18])[N:6]=[C:5]2Cl.C(N(C(C)C)CC)(C)C.[NH:29]1[CH2:34][CH2:33][O:32][CH2:31][CH2:30]1, predict the reaction product. The product is: [Br:1][C:2]1[CH:3]=[C:4]2[C:9](=[C:10]([N:12]3[CH2:17][CH2:16][O:15][CH2:14][CH2:13]3)[CH:11]=1)[N:8]=[C:7]([Cl:18])[N:6]=[C:5]2[N:29]1[CH2:34][CH2:33][O:32][CH2:31][CH2:30]1.